Dataset: Reaction yield outcomes from USPTO patents with 853,638 reactions. Task: Predict the reaction yield, written as a fraction of the theoretical maximum amount of product (1.0 means a 100% yield; for example, 0.34 means a 34% yield). (1) The reactants are FC(F)(F)S(O[C:7]1[CH:16]=[C:15]2[C:10]([CH:11]=[CH:12][C:13](=[O:17])[O:14]2)=[CH:9][CH:8]=1)(=O)=O.[CH2:20]([OH:23])[C:21]#[CH:22].C(N(CC)CC)C. The catalyst is CN(C=O)C.[Cu]I.[Pd].C1(P(C2C=CC=CC=2)C2C=CC=CC=2)C=CC=CC=1.C1(P(C2C=CC=CC=2)C2C=CC=CC=2)C=CC=CC=1.C1(P(C2C=CC=CC=2)C2C=CC=CC=2)C=CC=CC=1.C1(P(C2C=CC=CC=2)C2C=CC=CC=2)C=CC=CC=1. The product is [OH:23][CH2:20][C:21]#[C:22][C:7]1[CH:16]=[C:15]2[C:10]([CH:11]=[CH:12][C:13](=[O:17])[O:14]2)=[CH:9][CH:8]=1. The yield is 0.520. (2) The reactants are [CH:1]([C@H:4]1[NH:9][CH2:8][CH2:7][N:6]2[C:10]3[CH:16]=[C:15]([S:17]([CH3:20])(=[O:19])=[O:18])[C:14]([C:21]([O:23][CH3:24])=[O:22])=[CH:13][C:11]=3[N:12]=[C:5]12)([CH3:3])[CH3:2].Cl[C:26]1[N:31]=[C:30]([C:32]([F:35])([F:34])[F:33])[CH:29]=[CH:28][N:27]=1.CCN(C(C)C)C(C)C. The catalyst is CC(O)C. The product is [CH:1]([C@H:4]1[N:9]([C:26]2[N:31]=[C:30]([C:32]([F:35])([F:34])[F:33])[CH:29]=[CH:28][N:27]=2)[CH2:8][CH2:7][N:6]2[C:10]3[CH:16]=[C:15]([S:17]([CH3:20])(=[O:19])=[O:18])[C:14]([C:21]([O:23][CH3:24])=[O:22])=[CH:13][C:11]=3[N:12]=[C:5]12)([CH3:3])[CH3:2]. The yield is 0.780. (3) The yield is 0.560. The reactants are [OH:1][C:2]1[CH:10]=[C:9]([OH:11])[C:8]([Br:12])=[CH:7][C:3]=1[C:4]([OH:6])=[O:5].C(=O)([O-])[O-].[K+].[K+].[CH2:19](Br)[C:20]1[CH:25]=[CH:24][CH:23]=[CH:22][CH:21]=1.[OH-].[K+].Cl. The product is [CH2:19]([O:1][C:2]1[CH:10]=[C:9]([O:11][CH2:4][C:3]2[CH:7]=[CH:8][CH:9]=[CH:10][CH:2]=2)[C:8]([Br:12])=[CH:7][C:3]=1[C:4]([OH:6])=[O:5])[C:20]1[CH:25]=[CH:24][CH:23]=[CH:22][CH:21]=1. The catalyst is CN(C=O)C.O.CO. (4) The yield is 0.240. The catalyst is CCOC(C)=O. The reactants are [F:1][C:2]1[CH:7]=[C:6]([NH2:8])[CH:5]=[CH:4][C:3]=1[NH:9][CH2:10][CH2:11][CH2:12][CH:13]1[CH2:17][CH2:16][CH2:15][O:14]1.[C:18]([CH:21]=[C:22]=[O:23])(=[O:20])[CH3:19]. The product is [F:1][C:2]1[CH:7]=[C:6]([NH:8][C:22](=[O:23])[CH2:21][C:18](=[O:20])[CH3:19])[CH:5]=[CH:4][C:3]=1[NH:9][CH2:10][CH2:11][CH2:12][CH:13]1[CH2:17][CH2:16][CH2:15][O:14]1. (5) The reactants are F.F.F.C(N(CC)CC)C.C(N(CC)CC)C.[Si]([O:35][CH2:36][C@H:37]1[O:41][C@@H:40]([N:42]2[CH:49]=[C:48]([CH3:50])[C:46](=[O:47])[NH:45][C:43]2=[O:44])[C@H:39]([O:51][CH2:52][CH2:53][O:54][N:55]([CH3:57])[CH3:56])[C@@H:38]1[OH:58])(C(C)(C)C)(C1C=CC=CC=1)C1C=CC=CC=1.CO. The catalyst is C1COCC1.C(Cl)Cl. The product is [CH3:56][N:55]([CH3:57])[O:54][CH2:53][CH2:52][O:51][C@@H:39]1[C@H:38]([OH:58])[C@@H:37]([CH2:36][OH:35])[O:41][C@H:40]1[N:42]1[CH:49]=[C:48]([CH3:50])[C:46](=[O:47])[NH:45][C:43]1=[O:44]. The yield is 0.925. (6) The reactants are C(O)CCC.[OH-].[Na+].[CH2:8]([P:10]([CH2:17][CH2:18][O:19][CH2:20][CH3:21])(=[O:16])[O:11]CCCC)[CH3:9].S(=O)(=O)(O)O. The catalyst is O. The product is [CH2:8]([P:10]([CH2:17][CH2:18][O:19][CH2:20][CH3:21])(=[O:11])[OH:16])[CH3:9]. The yield is 0.980. (7) The reactants are [Si]([O:18][CH2:19][CH2:20][N:21]([CH2:29][CH2:30][CH:31]([S:40]([C:43]1[CH:48]=[CH:47][C:46]([Cl:49])=[CH:45][CH:44]=1)(=[O:42])=[O:41])[C:32]1[CH:37]=[C:36]([F:38])[CH:35]=[CH:34][C:33]=1[F:39])[C:22](=[O:28])[O:23][C:24]([CH3:27])([CH3:26])[CH3:25])(C(C)(C)C)(C1C=CC=CC=1)C1C=CC=CC=1.[F-].C([N+](CCCC)(CCCC)CCCC)CCC.O.C(OCC)(=O)C. The catalyst is O1CCCC1. The product is [Cl:49][C:46]1[CH:45]=[CH:44][C:43]([S:40]([CH:31]([C:32]2[CH:37]=[C:36]([F:38])[CH:35]=[CH:34][C:33]=2[F:39])[CH2:30][CH2:29][N:21]([CH2:20][CH2:19][OH:18])[C:22](=[O:28])[O:23][C:24]([CH3:27])([CH3:26])[CH3:25])(=[O:42])=[O:41])=[CH:48][CH:47]=1. The yield is 0.850.